From a dataset of Full USPTO retrosynthesis dataset with 1.9M reactions from patents (1976-2016). Predict the reactants needed to synthesize the given product. (1) The reactants are: [O:1]=[C:2]1[N:11]([NH:12][S:13]([CH3:16])(=[O:15])=[O:14])[C:10](=[O:17])[C:9]2[C:4](=[CH:5][C:6]([C:23]([F:26])([F:25])[F:24])=[C:7]([C@H:18]3[CH2:22][CH2:21][CH2:20][O:19]3)[CH:8]=2)[NH:3]1.Cl[C:28]([O:30][CH2:31][CH2:32][O:33][CH3:34])=[O:29]. Given the product [CH3:34][O:33][CH2:32][CH2:31][O:30][C:28](=[O:29])[N:12]([S:13]([CH3:16])(=[O:15])=[O:14])[N:11]1[C:10](=[O:17])[C:9]2[C:4](=[CH:5][C:6]([C:23]([F:25])([F:26])[F:24])=[C:7]([C@H:18]3[CH2:22][CH2:21][CH2:20][O:19]3)[CH:8]=2)[NH:3][C:2]1=[O:1], predict the reactants needed to synthesize it. (2) Given the product [Cl:1][C:2]1[CH:3]=[CH:4][C:5]([C:6]([O:8][CH2:12][CH3:13])=[O:7])=[C:9]([O:25][CH2:24][CH3:15])[CH:10]=1, predict the reactants needed to synthesize it. The reactants are: [Cl:1][C:2]1[CH:3]=[C:4](O)[C:5](=[CH:9][CH:10]=1)[C:6]([OH:8])=[O:7].[CH2:12](I)[CH3:13].[C:15](=O)([O-])[O-].[K+].[K+].O.CN(C)[CH:24]=[O:25]. (3) Given the product [F:10][C:9]([F:11])([F:12])[C:7]1[CH:6]=[C:5]([C@H:13]2[C@H:22]([C:23]([NH:66][CH2:65][CH2:64][CH2:67][OH:68])=[O:24])[C:21]3[C:16](=[CH:17][CH:18]=[CH:19][CH:20]=3)[C:15](=[O:26])[N:14]2[CH3:27])[CH:4]=[C:3]([C:2]([F:29])([F:30])[F:1])[CH:8]=1, predict the reactants needed to synthesize it. The reactants are: [F:1][C:2]([F:30])([F:29])[C:3]1[CH:4]=[C:5]([C:13]2(C)[CH:22]([C:23](O)=[O:24])[C:21]3[C:16](=[CH:17][CH:18]=[CH:19][CH:20]=3)[C:15](=[O:26])[N:14]2[CH3:27])[CH:6]=[C:7]([C:9]([F:12])([F:11])[F:10])[CH:8]=1.C1CN([P+](ON2N=NC3C=CC=CC2=3)(N2CCCC2)N2CCCC2)CC1.F[P-](F)(F)(F)(F)F.[CH2:64]([CH2:67][OH:68])[CH2:65][NH2:66].C(N(CC)C(C)C)(C)C. (4) Given the product [Cl:9][C:5]1[CH:6]=[C:7]2[S:22][C:21]([SH:23])=[N:1][C:2]2=[N:3][CH:4]=1, predict the reactants needed to synthesize it. The reactants are: [NH2:1][C:2]1[C:7](Br)=[CH:6][C:5]([Cl:9])=[CH:4][N:3]=1.CN1CCCC1=O.[K+].C(O[C:21]([S-:23])=[S:22])C.O.